This data is from Aqueous solubility values for 9,982 compounds from the AqSolDB database. The task is: Regression/Classification. Given a drug SMILES string, predict its absorption, distribution, metabolism, or excretion properties. Task type varies by dataset: regression for continuous measurements (e.g., permeability, clearance, half-life) or binary classification for categorical outcomes (e.g., BBB penetration, CYP inhibition). For this dataset (solubility_aqsoldb), we predict Y. The drug is Cc1cc(C)nc(Nc2ccccc2)n1. The Y is -3.22 log mol/L.